This data is from Forward reaction prediction with 1.9M reactions from USPTO patents (1976-2016). The task is: Predict the product of the given reaction. (1) Given the reactants Cl[C:2]1[C:7]([N+:8]([O-:10])=[O:9])=[C:6]([NH:11][OH:12])[CH:5]=[CH:4][N:3]=1.[CH3:13][O:14][C:15]1[CH:31]=[CH:30][C:18]([CH2:19][NH:20][CH2:21][C:22]2[CH:27]=[CH:26][C:25]([O:28][CH3:29])=[CH:24][CH:23]=2)=[CH:17][CH:16]=1, predict the reaction product. The product is: [CH3:29][O:28][C:25]1[CH:24]=[CH:23][C:22]([CH2:21][N:20]([CH2:19][C:18]2[CH:30]=[CH:31][C:15]([O:14][CH3:13])=[CH:16][CH:17]=2)[C:2]2[C:7]([N+:8]([O-:10])=[O:9])=[C:6]([NH:11][OH:12])[CH:5]=[CH:4][N:3]=2)=[CH:27][CH:26]=1. (2) Given the reactants [CH2:1]([O:3][CH:4]([O:13][CH2:14][CH3:15])[C:5]#[C:6][C:7](=O)[C:8]([F:11])([F:10])[F:9])[CH3:2].[C:16]([O:20][CH3:21])(=[O:19])[CH2:17][SH:18].CO.C([O-])([O-])=O.[Cs+].[Cs+].[O-]S([O-])(=O)=O.[Mg+2], predict the reaction product. The product is: [CH3:21][O:20][C:16]([C:17]1[S:18][C:5]([CH:4]([O:13][CH2:14][CH3:15])[O:3][CH2:1][CH3:2])=[CH:6][C:7]=1[C:8]([F:11])([F:10])[F:9])=[O:19]. (3) Given the reactants [F:1][C:2]1[CH:7]=[CH:6][C:5]([C:8]2([CH2:14][CH2:15][C:16]([OH:18])=O)[CH2:13][CH2:12][CH2:11][CH2:10][CH2:9]2)=[CH:4][CH:3]=1.C(Cl)(=O)C([Cl:22])=O, predict the reaction product. The product is: [F:1][C:2]1[CH:7]=[CH:6][C:5]([C:8]2([CH2:14][CH2:15][C:16]([Cl:22])=[O:18])[CH2:13][CH2:12][CH2:11][CH2:10][CH2:9]2)=[CH:4][CH:3]=1. (4) Given the reactants C(O)=O.[CH3:4][N:5]([CH2:7][C:8]1[CH:25]=[CH:24][C:11]([O:12][CH:13]2[CH2:16][N:15](C(OC(C)(C)C)=O)[CH2:14]2)=[C:10]([CH3:26])[CH:9]=1)[CH3:6], predict the reaction product. The product is: [NH:15]1[CH2:14][CH:13]([O:12][C:11]2[CH:24]=[CH:25][C:8]([CH2:7][N:5]([CH3:6])[CH3:4])=[CH:9][C:10]=2[CH3:26])[CH2:16]1. (5) Given the reactants [Cl:1][C:2]1[CH:9]=[CH:8][CH:7]=[CH:6][C:3]=1[CH:4]=[O:5].[I-].[CH3:11][S+](C)C.[OH-].[Na+], predict the reaction product. The product is: [Cl:1][C:2]1[CH:9]=[CH:8][CH:7]=[CH:6][C:3]=1[CH:4]1[CH2:11][O:5]1. (6) Given the reactants CS(O[CH2:6][CH2:7][N:8]1[CH:12]=[C:11]([C:13]2[CH:18]=[C:17]([C:19]([O:21]C)=[O:20])[CH:16]=[CH:15][N:14]=2)[N:10]=[CH:9]1)(=O)=O.[CH:23]1([CH2:26][NH:27][CH3:28])[CH2:25][CH2:24]1, predict the reaction product. The product is: [CH:23]1([CH2:26][N:27]([CH3:28])[CH2:6][CH2:7][N:8]2[CH:12]=[C:11]([C:13]3[CH:18]=[C:17]([C:19]([OH:21])=[O:20])[CH:16]=[CH:15][N:14]=3)[N:10]=[CH:9]2)[CH2:25][CH2:24]1. (7) Given the reactants [F:1][C:2]([F:12])([F:11])[C:3]1[CH:4]=[CH:5][C:6]([CH2:9][OH:10])=[N:7][CH:8]=1.CC(OI1(OC(C)=O)(OC(C)=O)OC(=O)C2C=CC=CC1=2)=O, predict the reaction product. The product is: [F:11][C:2]([F:1])([F:12])[C:3]1[CH:4]=[CH:5][C:6]([CH:9]=[O:10])=[N:7][CH:8]=1. (8) Given the reactants Br[C:2]1[CH:7]=[CH:6][C:5]([O:8][C:9]2[CH:14]=[CH:13][CH:12]=[CH:11][CH:10]=2)=[C:4]([Cl:15])[CH:3]=1.O(C1C=CC([B:31]2[O:35][C:34]([CH3:37])([CH3:36])[C:33]([CH3:39])([CH3:38])[O:32]2)=CC=1C#N)C1C=CC=CC=1.CO[C@@H]1[C@@H](C(OC)=O)[C@@H]2[C@@H](CN3[C@H](C2)C2NC4C=C(OC)C=CC=4C=2CC3)C[C@H]1OC(C1C=C(OC)C(OC)=C(OC)C=1)=O, predict the reaction product. The product is: [Cl:15][C:4]1[CH:3]=[C:2]([B:31]2[O:35][C:34]([CH3:37])([CH3:36])[C:33]([CH3:39])([CH3:38])[O:32]2)[CH:7]=[CH:6][C:5]=1[O:8][C:9]1[CH:14]=[CH:13][CH:12]=[CH:11][CH:10]=1. (9) Given the reactants Br.Br[CH2:3][CH2:4][NH:5][CH3:6].[F:7][C:8]1[CH:13]=[CH:12][C:11]([SH:14])=[CH:10][CH:9]=1.CC(C)([O-])C.[K+], predict the reaction product. The product is: [F:7][C:8]1[CH:13]=[CH:12][C:11]([S:14][CH2:3][CH2:4][NH:5][CH3:6])=[CH:10][CH:9]=1.